This data is from Catalyst prediction with 721,799 reactions and 888 catalyst types from USPTO. The task is: Predict which catalyst facilitates the given reaction. Reactant: O[CH2:2][CH2:3][O:4][CH2:5][C:6]([NH:8][C@H:9]1[CH2:13][CH2:12][N:11]([C:14]([O:16][C:17]([CH3:20])([CH3:19])[CH3:18])=[O:15])[CH2:10]1)=[O:7].C(Br)(Br)(Br)[Br:22]. Product: [Br:22][CH2:2][CH2:3][O:4][CH2:5][C:6]([NH:8][C@H:9]1[CH2:13][CH2:12][N:11]([C:14]([O:16][C:17]([CH3:20])([CH3:19])[CH3:18])=[O:15])[CH2:10]1)=[O:7]. The catalyst class is: 4.